This data is from Forward reaction prediction with 1.9M reactions from USPTO patents (1976-2016). The task is: Predict the product of the given reaction. (1) The product is: [CH:31]1([CH2:30][O:29][C:16]2[CH:15]=[C:14]([S:13][C:10]3[CH:11]=[CH:12][C:7]([O:6][CH2:5][C:4]([OH:37])=[O:3])=[C:8]([CH3:36])[CH:9]=3)[CH:19]=[C:18]([C:20]#[C:21][CH2:22][N:23]3[CH2:24][CH2:25][O:26][CH2:27][CH2:28]3)[CH:17]=2)[CH2:35][CH2:34][CH2:33][CH2:32]1. Given the reactants C([O:3][C:4](=[O:37])[CH2:5][O:6][C:7]1[CH:12]=[CH:11][C:10]([S:13][C:14]2[CH:19]=[C:18]([C:20]#[C:21][CH2:22][N:23]3[CH2:28][CH2:27][O:26][CH2:25][CH2:24]3)[CH:17]=[C:16]([O:29][CH2:30][CH:31]3[CH2:35][CH2:34][CH2:33][CH2:32]3)[CH:15]=2)=[CH:9][C:8]=1[CH3:36])C.[OH-].[Na+].Cl, predict the reaction product. (2) Given the reactants [O:1]1[C:5]2([CH2:10][CH2:9][C:8](=O)[CH2:7][CH2:6]2)[O:4][CH2:3][CH2:2]1.[N:12]1([CH2:17][CH2:18][NH2:19])[CH2:16][CH2:15][CH2:14][CH2:13]1, predict the reaction product. The product is: [N:12]1([CH2:17][CH2:18][NH:19][CH:8]2[CH2:9][CH2:10][C:5]3([O:4][CH2:3][CH2:2][O:1]3)[CH2:6][CH2:7]2)[CH2:16][CH2:15][CH2:14][CH2:13]1.